Dataset: Full USPTO retrosynthesis dataset with 1.9M reactions from patents (1976-2016). Task: Predict the reactants needed to synthesize the given product. (1) Given the product [CH3:30][S:27]([C:24]1[CH:25]=[CH:26][C:21]([N:18]2[CH:19]=[CH:20][C:15]([O:14][CH:11]3[CH2:12][CH2:13][N:8]([C:5]4[N:4]=[CH:3][C:2]([C:39]([CH3:40])=[CH2:38])=[CH:7][N:6]=4)[CH2:9][CH2:10]3)=[CH:16][C:17]2=[O:31])=[CH:22][CH:23]=1)(=[O:29])=[O:28], predict the reactants needed to synthesize it. The reactants are: Br[C:2]1[CH:3]=[N:4][C:5]([N:8]2[CH2:13][CH2:12][CH:11]([O:14][C:15]3[CH:20]=[CH:19][N:18]([C:21]4[CH:26]=[CH:25][C:24]([S:27]([CH3:30])(=[O:29])=[O:28])=[CH:23][CH:22]=4)[C:17](=[O:31])[CH:16]=3)[CH2:10][CH2:9]2)=[N:6][CH:7]=1.C(=O)([O-])[O-].[K+].[K+].[CH2:38]=[C:39](B(O)O)[CH3:40]. (2) Given the product [Br:1][C:2]1[CH:7]=[CH:6][C:5]([O:8][C:12]2[CH:17]=[CH:16][C:15]([N+:18]([O-:20])=[O:19])=[CH:14][N:13]=2)=[CH:4][CH:3]=1, predict the reactants needed to synthesize it. The reactants are: [Br:1][C:2]1[CH:7]=[CH:6][C:5]([OH:8])=[CH:4][CH:3]=1.[OH-].[Na+].Cl[C:12]1[CH:17]=[CH:16][C:15]([N+:18]([O-:20])=[O:19])=[CH:14][N:13]=1.Cl. (3) Given the product [CH3:1][O:2][C:3](=[O:16])[CH2:4][C:5]1[C:9]2[C:10]([OH:15])=[CH:11][C:12]([O:14][Si:30]([CH:34]([CH3:36])[CH3:35])([CH:31]([CH3:33])[CH3:32])[CH:27]([CH3:29])[CH3:28])=[CH:13][C:8]=2[S:7][CH:6]=1, predict the reactants needed to synthesize it. The reactants are: [CH3:1][O:2][C:3](=[O:16])[CH2:4][C:5]1[C:9]2[C:10]([OH:15])=[CH:11][C:12]([OH:14])=[CH:13][C:8]=2[S:7][CH:6]=1.CN(C=O)C.N1C=CN=C1.[CH:27]([Si:30](Cl)([CH:34]([CH3:36])[CH3:35])[CH:31]([CH3:33])[CH3:32])([CH3:29])[CH3:28]. (4) Given the product [NH2:8][C@@:7]1([C:4]2[S:5][CH:6]=[C:2]([Br:1])[CH:3]=2)[CH2:15][CH2:14][O:13][CH2:12][C@H:11]1[CH2:10][OH:9], predict the reactants needed to synthesize it. The reactants are: [Br:1][C:2]1[CH:3]=[C:4]([C@:7]23[CH2:15][CH2:14][O:13][CH2:12][C@H:11]2[CH2:10][O:9][NH:8]3)[S:5][CH:6]=1. (5) Given the product [Cl:2][C:3]1[N:11]=[C:10]2[C:6]([N:7]=[CH:8][N:9]2[C@@H:40]2[O:41][C@H:42]([CH2:43][O:44][C:45]([C:47]3[CH:48]=[CH:49][C:50]([CH3:53])=[CH:51][CH:52]=3)=[O:46])[C@@H:38]([O:37][C:35]([C:32]3[CH:31]=[CH:30][C:29]([CH3:55])=[CH:34][CH:33]=3)=[O:36])[CH2:39]2)=[C:5]([N:12]2[C:16]([C:17]3[CH:22]=[CH:21][CH:20]=[CH:19][CH:18]=3)=[C:15]([C:23]3[CH:24]=[CH:25][CH:26]=[CH:27][CH:28]=3)[N:14]=[CH:13]2)[N:4]=1, predict the reactants needed to synthesize it. The reactants are: [Na].[Cl:2][C:3]1[N:11]=[C:10]2[C:6]([NH:7][CH:8]=[N:9]2)=[C:5]([N:12]2[C:16]([C:17]3[CH:22]=[CH:21][CH:20]=[CH:19][CH:18]=3)=[C:15]([C:23]3[CH:28]=[CH:27][CH:26]=[CH:25][CH:24]=3)[N:14]=[CH:13]2)[N:4]=1.[C:29]1([CH3:55])[CH:34]=[CH:33][C:32]([C:35]([O:37][C@@H:38]2[C@@H:42]([CH2:43][O:44][C:45]([C:47]3[CH:52]=[CH:51][C:50]([CH3:53])=[CH:49][CH:48]=3)=[O:46])[O:41][C@H:40](Cl)[CH2:39]2)=[O:36])=[CH:31][CH:30]=1.